The task is: Binary Classification. Given a miRNA mature sequence and a target amino acid sequence, predict their likelihood of interaction.. This data is from Experimentally validated miRNA-target interactions with 360,000+ pairs, plus equal number of negative samples. (1) The miRNA is hsa-miR-4491 with sequence AAUGUGGACUGGUGUGACCAAA. The protein sequence of the target gene is MGEEQSTVSGGGGPQESQTLASGTAGHPEPPRPQGDSARAPPLRAASAEPSGGGCGSDWGCADTSAPEPARSLGPPGWSKSRAPAQPAGLALTGPLNPQTLPLQLELEEEEEEAGDRKEGGDEQQEAPPGEELEPRTRVGAADGLVLDVLGQRRPSLAKRQVFCSVYCVESDLPEAPASEQLSPPASPPGAPPVLNPPSTRSSFPSPRLSLPTDSLSPDGGSIELEFYLAPEPFSMPSLLGAPPYSGLGGVGDPYVPLMVLMCRVCLEDKPIKPLPCCKKAVCEECLKVYLSAQVQLGQV.... Result: 1 (interaction). (2) The protein sequence of the target gene is MEKRLGVKPSPASWVLPGYCWQTSVKLPRSLYLLYSFFCFSVLWLSTDADESRCQQGKTLYGAGLRTEGENHLRLLAGSLPFHACRAACCRDSACHALWWLEGMCFQADCSKPQSCQPFRTDSSNSMLIIFQKSQTTDDLGLLPEDDEPHLLRLGWGRTSWRRQSLLGAPLTLSVPSSHHQSLLRDRQKRDLSVVPTHGAMQHSKVNHSEEAGALSPTSAEVRKTITVAGSFTSNHTTQTPEWPKNVSIHPEPSEHSSPVSGTPQVKSTEHSPTDAPLPVAPSYSYATPTPQASSQSTSA.... The miRNA is hsa-miR-1262 with sequence AUGGGUGAAUUUGUAGAAGGAU. Result: 0 (no interaction). (3) The miRNA is hsa-miR-128-2-5p with sequence GGGGGCCGAUACACUGUACGAGA. The protein sequence of the target gene is MEEQQPEPKSQRDSALGAAAAATPGGLSLSLSPGASGSSGSGSDGDSVPVSPQPAPPSPPAAPCLPPLAHHPHLPPHPPPPPPQHLAAPAHQPQPAAQLHRTTNFFIDNILRPDFGCKKEQPPPQLLVAAAARGGAGGGGRVERDRGQTAAGRDPVHPLGTRAPGAASLLCAPDANCGPPDGSQPAAAGAGASKAGNPAAAAAAAAAAVAAAAAAAAAKPSDTGGGGSGGGAGSPGAQGTKYPEHGNPAILLMGSANGGPVVKTDSQQPLVWPAWVYCTRYSDRPSSGPRTRKLKKKKNE.... Result: 1 (interaction). (4) The miRNA is hsa-miR-767-3p with sequence UCUGCUCAUACCCCAUGGUUUCU. The protein sequence of the target gene is MDGMKYIISLFFIFVFLEGSKTEQVKHSDTYCVFQDKKYRVGEKWHPYLEPYGLVYCVNCICSENGNVLCSRVRCPSLHCLSPVHIPHLCCPRCPDSLPPVNNKVTSKSCEYNGTTYQHGELFIAEGLFQNRQPNQCSQCSCSEGNVYCGLKTCPKLTCAFPVSVPDSCCRVCRGDAELSWEHADGDIFRQPANREARHSYLRSPYDPPPNRQAGGLPRFPGSRSHRGAVIDSQQASGTIVQIVINNKHKHGQVCVSNGKTYSHGESWHPNLRAFGIVECVLCTCNVTKQECKKIHCPNR.... Result: 0 (no interaction). (5) The miRNA is hsa-miR-208a-3p with sequence AUAAGACGAGCAAAAAGCUUGU. The protein sequence of the target gene is MRSSASRLSSFSSRDSLWNRMPDQISVSEFIAETTEDYNSPTTSSFTTRLHNCRNTVTLLEEALDQDRTALQKVKKSVKAIYNSGQDHVQNEENYAQVLDKFGSNFLSRDNPDLGTAFVKFSTLTKELSTLLKNLLQGLSHNVIFTLDSLLKGDLKGVKGDLKKPFDKAWKDYETKFTKIEKEKREHAKQHGMIRTEITGAEIAEEMEKERRLFQLQMCEYLIKVNEIKTKKGVDLLQNLIKYYHAQCNFFQDGLKTADKLKQYIEKLAADLYNIKQTQDEEKKQLTALRDLIKSSLQLD.... Result: 1 (interaction). (6) The miRNA is hsa-miR-3675-3p with sequence CAUCUCUAAGGAACUCCCCCAA. The protein sequence of the target gene is MRRKTRNFKHKTVKDNKVLTEGSDQESEKDNSQCCDPATNERVQAEKRQYVCTECGKAFSQSANLTVHERIHTGEKPYKCKECGKAFSHSSNLVVHRRIHTGLKPYTCSECGKSFSGKSHLIRHQGIHSGEKTYECKECGKAFSRSSGLISHHRVHTGEKPYSCIECGKAFSRSSNLTQHQRMHRGKKVYKCKECGKTCGSNTKIMDHQRIHTGEKPYECDECGKTFILRKTLNEHQRLHRREKPYKCNECGKAFTSNRNLVDHQRVHTGEKPYKCNECGKTFRQTSQVILHLRTHTKEK.... Result: 1 (interaction).